From a dataset of Peptide-MHC class II binding affinity with 134,281 pairs from IEDB. Regression. Given a peptide amino acid sequence and an MHC pseudo amino acid sequence, predict their binding affinity value. This is MHC class II binding data. (1) The peptide sequence is RFKYLLNVSYLCHLV. The MHC is DRB1_0401 with pseudo-sequence DRB1_0401. The binding affinity (normalized) is 0.354. (2) The peptide sequence is GFFTSVGKGIHTVFG. The MHC is DRB5_0101 with pseudo-sequence DRB5_0101. The binding affinity (normalized) is 0.650. (3) The peptide sequence is FFFLFNILTGKKITA. The MHC is DRB1_0801 with pseudo-sequence DRB1_0801. The binding affinity (normalized) is 0.498. (4) The peptide sequence is PCVFIKRVSNVIIHG. The MHC is DRB1_0401 with pseudo-sequence DRB1_0401. The binding affinity (normalized) is 0.534. (5) The peptide sequence is LSLTFIRSTMSLVMA. The MHC is DRB1_1302 with pseudo-sequence DRB1_1302. The binding affinity (normalized) is 0.883. (6) The peptide sequence is SEEYHLLYQKTGESS. The MHC is DRB1_0101 with pseudo-sequence DRB1_0101. The binding affinity (normalized) is 0.508. (7) The peptide sequence is PNYLALLVKYVDGDG. The MHC is HLA-DPA10201-DPB10101 with pseudo-sequence HLA-DPA10201-DPB10101. The binding affinity (normalized) is 0.266.